From a dataset of Full USPTO retrosynthesis dataset with 1.9M reactions from patents (1976-2016). Predict the reactants needed to synthesize the given product. Given the product [CH3:1][O:2][C:3](=[O:24])[C:4]1[CH:9]=[C:8]([O:10][C:11]2[CH:12]=[C:13]3[C:18](=[CH:19][CH:20]=2)[NH:17][CH2:16][CH2:15][CH2:14]3)[CH:7]=[CH:6][C:5]=1[NH2:21], predict the reactants needed to synthesize it. The reactants are: [CH3:1][O:2][C:3](=[O:24])[C:4]1[CH:9]=[C:8]([O:10][C:11]2[CH:12]=[C:13]3[C:18](=[CH:19][CH:20]=2)[N:17]=[CH:16][CH:15]=[CH:14]3)[CH:7]=[CH:6][C:5]=1[N+:21]([O-])=O.Cl.C(O)(C)C.